From a dataset of Reaction yield outcomes from USPTO patents with 853,638 reactions. Predict the reaction yield, written as a fraction of the theoretical maximum amount of product (1.0 means a 100% yield; for example, 0.34 means a 34% yield). (1) The reactants are [Br:1][C:2]1[CH:7]=[CH:6][C:5]([C:8]2[S:12][C:11]([CH3:13])=[N:10][C:9]=2[C:14]2[CH:19]=[CH:18][C:17](SC)=[CH:16][CH:15]=2)=[CH:4][CH:3]=1.[CH:22]1C=C(Cl)C=C(C(OO)=O)C=1.[O-:33][S:34]([O-:36])=O.[Na+].[Na+]. The catalyst is C(Cl)Cl. The product is [Br:1][C:2]1[CH:3]=[CH:4][C:5]([C:8]2[S:12][C:11]([CH3:13])=[N:10][C:9]=2[C:14]2[CH:15]=[CH:16][C:17]([S:34]([CH3:22])(=[O:36])=[O:33])=[CH:18][CH:19]=2)=[CH:6][CH:7]=1. The yield is 0.760. (2) The reactants are [N+:1]([C:4]1[CH:5]=[C:6]([CH:8]=[CH:9][CH:10]=1)[NH2:7])([O-:3])=[O:2].[F:11][C:12]([F:25])([O:16][C:17]1[CH:18]=[C:19]([CH:22]=[CH:23][CH:24]=1)[CH:20]=O)[CH:13]([F:15])[F:14].C(O)(=O)C.[BH-](OC(C)=O)(OC(C)=O)OC(C)=O.[Na+]. The catalyst is ClC(Cl)C. The product is [N+:1]([C:4]1[CH:5]=[C:6]([NH:7][CH2:20][C:19]2[CH:22]=[CH:23][CH:24]=[C:17]([O:16][C:12]([F:11])([F:25])[CH:13]([F:14])[F:15])[CH:18]=2)[CH:8]=[CH:9][CH:10]=1)([O-:3])=[O:2]. The yield is 0.700. (3) The reactants are C([O-])=O.[NH4+].[CH2:5]([O:12][C:13]1[C:18]([O:19][CH3:20])=[CH:17][C:16]([C:21](=[O:23])[CH3:22])=[C:15]([N+:24]([O-])=O)[CH:14]=1)[C:6]1[CH:11]=[CH:10][CH:9]=[CH:8][CH:7]=1.C1(C)C=CC=CC=1. The catalyst is [Fe].O. The product is [NH2:24][C:15]1[CH:14]=[C:13]([O:12][CH2:5][C:6]2[CH:11]=[CH:10][CH:9]=[CH:8][CH:7]=2)[C:18]([O:19][CH3:20])=[CH:17][C:16]=1[C:21](=[O:23])[CH3:22]. The yield is 0.900. (4) The reactants are COC(C1C=C(O)C2C(=C(OCC3C=CC=CC=3)C=CC=2)N=1)=O.C[O:25][C:26]([C:28]1[CH:37]=[C:36]([OH:38])[C:35]2[C:30](=[C:31]([O:40][CH2:41][C:42]3[CH:47]=[CH:46][CH:45]=[CH:44][CH:43]=3)[CH:32]=[C:33]([Br:39])[CH:34]=2)[N:29]=1)=[O:27]. No catalyst specified. The product is [CH2:41]([O:40][C:31]1[CH:32]=[C:33]([Br:39])[CH:34]=[C:35]2[C:30]=1[N:29]=[C:28]([C:26]([OH:27])=[O:25])[CH:37]=[C:36]2[OH:38])[C:42]1[CH:43]=[CH:44][CH:45]=[CH:46][CH:47]=1. The yield is 0.790. (5) The reactants are [Cl:1][C:2]1[CH:3]=[CH:4][C:5]([O:22][CH3:23])=[C:6]([CH:21]=1)[C:7]([NH:9][C:10]1[S:11][C:12]2[C:18]([CH3:20])([CH3:19])[O:17][CH2:16][CH2:15][C:13]=2[N:14]=1)=[O:8].[CH3:24][C:25]([CH3:28])([O-])[CH3:26].[K+].BrCC(C)C. The catalyst is CN(C)C=O.O1CCCC1.[I-].C([N+](CCCC)(CCCC)CCCC)CCC. The product is [Cl:1][C:2]1[CH:3]=[CH:4][C:5]([O:22][CH3:23])=[C:6]([CH:21]=1)[C:7](/[N:9]=[C:10]1\[S:11][C:12]2[C:18]([CH3:19])([CH3:20])[O:17][CH2:16][CH2:15][C:13]=2[N:14]\1[CH2:24][CH:25]([CH3:28])[CH3:26])=[O:8]. The yield is 0.290. (6) The reactants are [NH2:1][C:2]1[C:3]2[C:10]([C:11]([NH2:13])=[O:12])=[CH:9][N:8]([C@H:14]3[C@H:18]([OH:19])[C@H:17]([OH:20])[C@@H:16]([CH2:21][OH:22])[O:15]3)[C:4]=2[N:5]=[CH:6][N:7]=1.[CH3:23][CH:24]([Si:26](Cl)([O:30][Si:31](Cl)([CH:35]([CH3:37])[CH3:36])[CH:32]([CH3:34])[CH3:33])[CH:27]([CH3:29])[CH3:28])[CH3:25]. The catalyst is N1C=CC=CC=1. The product is [NH2:1][C:2]1[C:3]2[C:10]([C:11]([NH2:13])=[O:12])=[CH:9][N:8]([C@@H:14]3[O:15][C@H:16]4[C@@H:17]([O:20][Si:26]([CH:24]([CH3:25])[CH3:23])([CH:27]([CH3:29])[CH3:28])[O:30][Si:31]([CH:35]([CH3:37])[CH3:36])([CH:32]([CH3:33])[CH3:34])[O:22][CH2:21]4)[C@H:18]3[OH:19])[C:4]=2[N:5]=[CH:6][N:7]=1. The yield is 0.620. (7) The reactants are [CH2:1]([O:3][P:4]([NH:9][C@H:10]1[C@H:15]([F:16])[CH2:14][CH2:13][N:12](C(OCC2C=CC=CC=2)=O)[CH2:11]1)([O:6][CH2:7][CH3:8])=[O:5])[CH3:2].[H][H]. The catalyst is CO.[Pd]. The product is [F:16][C@@H:15]1[CH2:14][CH2:13][NH:12][CH2:11][C@H:10]1[NH:9][P:4](=[O:5])([O:6][CH2:7][CH3:8])[O:3][CH2:1][CH3:2]. The yield is 0.990. (8) The reactants are [CH3:1][O:2][C:3]1[CH:4]=[C:5]([CH:8]=[C:9]([O:12][CH3:13])[C:10]=1[CH3:11])C=O.ClC1C=C(C=CC=1)[C:18]([O:20]O)=[O:19]. The catalyst is C(Cl)Cl. The product is [CH:18]([O:20][C:5]1[CH:8]=[C:9]([O:12][CH3:13])[C:10]([CH3:11])=[C:3]([O:2][CH3:1])[CH:4]=1)=[O:19]. The yield is 0.880. (9) The reactants are C(OC([N:8]1[CH2:13][CH2:12][CH:11]([N:14]2[C:27]3[CH:26]=[CH:25][C:24]([C:28](=[NH:31])[NH:29]O)=[CH:23][C:22]=3[O:21][C:20]3[C:15]2=[CH:16][CH:17]=[CH:18][CH:19]=3)[CH2:10][CH2:9]1)=O)(C)(C)C.[C:32](N1C=CN=C1)(N1C=CN=C1)=[O:33].Cl.[O:45]1CCOCC1. The yield is 0.144. No catalyst specified. The product is [NH:8]1[CH2:13][CH2:12][CH:11]([N:14]2[C:27]3[CH:26]=[CH:25][C:24]([C:28]4[NH:29][C:32](=[O:33])[O:45][N:31]=4)=[CH:23][C:22]=3[O:21][C:20]3[C:15]2=[CH:16][CH:17]=[CH:18][CH:19]=3)[CH2:10][CH2:9]1.